This data is from HIV replication inhibition screening data with 41,000+ compounds from the AIDS Antiviral Screen. The task is: Binary Classification. Given a drug SMILES string, predict its activity (active/inactive) in a high-throughput screening assay against a specified biological target. (1) The molecule is O=C1C2ON=C(c3cccc([N+](=O)[O-])c3)C2C(=O)N1c1ccc(Cc2ccc(N3C(=O)C4ON=C(c5cccc([N+](=O)[O-])c5)C4C3=O)cc2)cc1. The result is 0 (inactive). (2) The drug is O=C1c2ccccc2C(=CC=C2c3ccccc3Sc3ccccc32)c2ccccc21. The result is 0 (inactive). (3) The compound is N#Cc1ccccc1-c1nc2c3c(c(N)ccc3n1)C(=O)c1ccccc1-2. The result is 0 (inactive). (4) The compound is N#CCC(=O)NCCc1c[nH]c2ccccc12. The result is 0 (inactive). (5) The molecule is CN(C)C1C(O)=C(C(=O)NCN2CCOB(c3ccccc3)OCC2)C(=O)C2(O)C(O)=C3C(=O)C4C(O)=CC=CC4C(C)(O)C3CC12. The result is 1 (active). (6) The compound is Cc1ccc(-c2c(C#N)c(S)n(NS(=O)(=O)c3ccc(C)cc3)c(=O)c2C#N)cc1. The result is 0 (inactive). (7) The drug is Cc1ccc(OCC2OC(n3cnc4nc(N)nc(Cl)c43)CC2Oc2ccc(C)cc2)cc1. The result is 0 (inactive). (8) The molecule is COC(=O)c1c(C#N)[nH]c(-c2ccsc2)c1C(=O)OC. The result is 0 (inactive).